From a dataset of NCI-60 drug combinations with 297,098 pairs across 59 cell lines. Regression. Given two drug SMILES strings and cell line genomic features, predict the synergy score measuring deviation from expected non-interaction effect. Drug 1: C(=O)(N)NO. Drug 2: CC(C)CN1C=NC2=C1C3=CC=CC=C3N=C2N. Cell line: MALME-3M. Synergy scores: CSS=-2.02, Synergy_ZIP=1.78, Synergy_Bliss=2.22, Synergy_Loewe=-1.06, Synergy_HSA=-0.389.